This data is from NCI-60 drug combinations with 297,098 pairs across 59 cell lines. The task is: Regression. Given two drug SMILES strings and cell line genomic features, predict the synergy score measuring deviation from expected non-interaction effect. Drug 1: CNC(=O)C1=CC=CC=C1SC2=CC3=C(C=C2)C(=NN3)C=CC4=CC=CC=N4. Drug 2: CN1C2=C(C=C(C=C2)N(CCCl)CCCl)N=C1CCCC(=O)O.Cl. Cell line: SK-MEL-28. Synergy scores: CSS=-3.55, Synergy_ZIP=1.58, Synergy_Bliss=-0.446, Synergy_Loewe=-4.45, Synergy_HSA=-3.91.